Dataset: Forward reaction prediction with 1.9M reactions from USPTO patents (1976-2016). Task: Predict the product of the given reaction. Given the reactants [C:1]([C:3]1[CH:4]=[C:5]([CH:10]=[CH:11][CH:12]=1)[C:6](=[N:8][OH:9])[NH2:7])#[N:2].[F:13][C:14]1[CH:22]=[CH:21][C:17]([C:18](Cl)=O)=[CH:16][N:15]=1, predict the reaction product. The product is: [F:13][C:14]1[N:15]=[CH:16][C:17]([C:18]2[O:9][N:8]=[C:6]([C:5]3[CH:4]=[C:3]([CH:12]=[CH:11][CH:10]=3)[C:1]#[N:2])[N:7]=2)=[CH:21][CH:22]=1.